Predict the reactants needed to synthesize the given product. From a dataset of Full USPTO retrosynthesis dataset with 1.9M reactions from patents (1976-2016). (1) Given the product [CH2:2]([NH:6][CH:14]1[CH2:19][CH2:18][N:17]([C:20]([O:22][C:23]([CH3:26])([CH3:25])[CH3:24])=[O:21])[CH2:16][CH2:15]1)[CH2:3][C:4]#[CH:5], predict the reactants needed to synthesize it. The reactants are: Cl.[CH2:2]([NH2:6])[CH2:3][C:4]#[CH:5].C([O-])([O-])=O.[K+].[K+].O=[C:14]1[CH2:19][CH2:18][N:17]([C:20]([O:22][C:23]([CH3:26])([CH3:25])[CH3:24])=[O:21])[CH2:16][CH2:15]1.[BH-](OC(C)=O)(OC(C)=O)OC(C)=O.[Na+]. (2) Given the product [CH2:1]([O:3][C:4](=[O:12])[CH2:5][N:6]1[CH:10]=[N:9][C:8]([NH:11][C:19]([C:17]2[S:18][C:14]([Cl:13])=[CH:15][CH:16]=2)=[O:20])=[N:7]1)[CH3:2], predict the reactants needed to synthesize it. The reactants are: [CH2:1]([O:3][C:4](=[O:12])[CH2:5][N:6]1[CH:10]=[N:9][C:8]([NH2:11])=[N:7]1)[CH3:2].[Cl:13][C:14]1[S:18][C:17]([C:19](O)=[O:20])=[CH:16][CH:15]=1. (3) Given the product [CH:1]1([CH:4]([OH:27])[CH2:5][O:6][C:7]2[C:22]([F:23])=[CH:21][C:20]([N+:24]([O-:26])=[O:25])=[CH:19][C:8]=2[CH2:9][N:10]([CH3:18])[C:11](=[O:17])[O:12][C:13]([CH3:16])([CH3:15])[CH3:14])[CH2:3][CH2:2]1, predict the reactants needed to synthesize it. The reactants are: [CH:1]1([C:4](=[O:27])[CH2:5][O:6][C:7]2[C:22]([F:23])=[CH:21][C:20]([N+:24]([O-:26])=[O:25])=[CH:19][C:8]=2[CH2:9][N:10]([CH3:18])[C:11](=[O:17])[O:12][C:13]([CH3:16])([CH3:15])[CH3:14])[CH2:3][CH2:2]1.[BH4-].[Na+]. (4) Given the product [Br:1][C:2]1[CH:3]=[C:4]([NH:11][S:22]([CH3:21])(=[O:24])=[O:23])[C:5]([O:8][CH2:9][CH3:10])=[N:6][CH:7]=1, predict the reactants needed to synthesize it. The reactants are: [Br:1][C:2]1[CH:3]=[C:4]([NH2:11])[C:5]([O:8][CH2:9][CH3:10])=[N:6][CH:7]=1.C(N(C(C)C)CC)(C)C.[CH3:21][S:22](Cl)(=[O:24])=[O:23].[OH-].[Na+].C(O)(=O)CC(CC(O)=O)(C(O)=O)O. (5) The reactants are: [CH2:1]([O:8][CH2:9][C@@H:10]([NH:19][C:20]([O:22][C:23]([CH3:26])([CH3:25])[CH3:24])=[O:21])[C:11](=[O:18])[CH2:12][C:13]([O:15][CH2:16][CH3:17])=[O:14])[C:2]1[CH:7]=[CH:6][CH:5]=[CH:4][CH:3]=1.C([O-])([O-])=O.[K+].[K+].Br[CH2:34][C:35]([C:37]1[CH:46]=[CH:45][CH:44]=[C:43]2[C:38]=1[N:39]=[C:40]([NH:48][C:49]([CH3:52])([CH3:51])[CH3:50])[C:41]([CH3:47])=[N:42]2)=[O:36].CN(C=O)C. Given the product [CH2:1]([O:8][CH2:9][CH:10]([NH:19][C:20]([O:22][C:23]([CH3:25])([CH3:24])[CH3:26])=[O:21])[C:11](=[O:18])[CH:12]([CH2:34][C:35]([C:37]1[CH:46]=[CH:45][CH:44]=[C:43]2[C:38]=1[N:39]=[C:40]([NH:48][C:49]([CH3:52])([CH3:51])[CH3:50])[C:41]([CH3:47])=[N:42]2)=[O:36])[C:13]([O:15][CH2:16][CH3:17])=[O:14])[C:2]1[CH:3]=[CH:4][CH:5]=[CH:6][CH:7]=1, predict the reactants needed to synthesize it. (6) Given the product [CH:1]1([S:6]([CH2:9][C:10]2[CH:11]=[C:12]([CH:13]=[CH:14][CH:15]=2)[NH2:16])(=[O:8])=[O:7])[CH2:5][CH2:4][CH2:3][CH2:2]1, predict the reactants needed to synthesize it. The reactants are: [CH:1]1([S:6]([CH2:9][C:10]2[CH:15]=[CH:14][CH:13]=[C:12]([N+:16]([O-])=O)[CH:11]=2)(=[O:8])=[O:7])[CH2:5][CH2:4][CH2:3][CH2:2]1.[Cl-].[NH4+]. (7) Given the product [Cl:39][C:34]1[CH:35]=[CH:36][CH:37]=[CH:38][C:33]=1[C:7]1[CH:6]=[C:5]([C:3](=[O:4])[CH2:2][N:46]2[CH2:47][CH2:48][N:43]([CH:40]([CH3:42])[CH3:41])[CH2:44][CH2:45]2)[CH:14]=[C:13]2[C:8]=1[CH2:9][N:10]([CH2:24][C:25]1[CH:30]=[CH:29][C:28]([O:31][CH3:32])=[CH:27][CH:26]=1)[C:11](=[O:23])[N:12]2[C:15]1[C:16]([Cl:22])=[CH:17][CH:18]=[CH:19][C:20]=1[Cl:21], predict the reactants needed to synthesize it. The reactants are: Br[CH2:2][C:3]([C:5]1[CH:14]=[C:13]2[C:8]([CH2:9][N:10]([CH2:24][C:25]3[CH:30]=[CH:29][C:28]([O:31][CH3:32])=[CH:27][CH:26]=3)[C:11](=[O:23])[N:12]2[C:15]2[C:20]([Cl:21])=[CH:19][CH:18]=[CH:17][C:16]=2[Cl:22])=[C:7]([C:33]2[CH:38]=[CH:37][CH:36]=[CH:35][C:34]=2[Cl:39])[CH:6]=1)=[O:4].[CH:40]([N:43]1[CH2:48][CH2:47][NH:46][CH2:45][CH2:44]1)([CH3:42])[CH3:41].